Dataset: Peptide-MHC class I binding affinity with 185,985 pairs from IEDB/IMGT. Task: Regression. Given a peptide amino acid sequence and an MHC pseudo amino acid sequence, predict their binding affinity value. This is MHC class I binding data. (1) The peptide sequence is WYETVKVNY. The MHC is HLA-B08:01 with pseudo-sequence HLA-B08:01. The binding affinity (normalized) is 0.0847. (2) The peptide sequence is WFGHLASDW. The MHC is HLA-A68:02 with pseudo-sequence HLA-A68:02. The binding affinity (normalized) is 0.0847. (3) The peptide sequence is ALVEICTEMEK. The MHC is HLA-A68:02 with pseudo-sequence HLA-A68:02. The binding affinity (normalized) is 0.00620. (4) The peptide sequence is EFIPNLFCM. The MHC is HLA-B14:02 with pseudo-sequence HLA-B14:02. The binding affinity (normalized) is 0.213. (5) The peptide sequence is VLGATLLFFVIAL. The MHC is HLA-A02:01 with pseudo-sequence HLA-A02:01. The binding affinity (normalized) is 0.330. (6) The peptide sequence is RYAYTSVEF. The MHC is HLA-A24:02 with pseudo-sequence HLA-A24:02. The binding affinity (normalized) is 1.00.